The task is: Predict the reactants needed to synthesize the given product.. This data is from Full USPTO retrosynthesis dataset with 1.9M reactions from patents (1976-2016). Given the product [Cl:1][C:2]1[C:19]([Cl:20])=[CH:18][C:5]2[N:6]([CH2:25][C:26]3[CH:31]=[CH:30][CH:29]=[CH:28][N:27]=3)[C:7]([C:9]3([C:14]([F:16])([F:15])[F:17])[O:10][CH2:11][CH:32]=[CH:12][O:13]3)=[N:8][C:4]=2[CH:3]=1, predict the reactants needed to synthesize it. The reactants are: [Cl:1][C:2]1[C:19]([Cl:20])=[CH:18][C:5]2[NH:6][C:7]([C:9]3([C:14]([F:17])([F:16])[F:15])[O:13][CH2:12][CH2:11][O:10]3)=[N:8][C:4]=2[CH:3]=1.[H-].[Na+].Br.Br[CH2:25][C:26]1[CH:31]=[CH:30][CH:29]=[CH:28][N:27]=1.[CH3:32]N(C=O)C.